From a dataset of CYP1A2 inhibition data for predicting drug metabolism from PubChem BioAssay. Regression/Classification. Given a drug SMILES string, predict its absorption, distribution, metabolism, or excretion properties. Task type varies by dataset: regression for continuous measurements (e.g., permeability, clearance, half-life) or binary classification for categorical outcomes (e.g., BBB penetration, CYP inhibition). Dataset: cyp1a2_veith. (1) The drug is O=C(O)c1cc(-c2ccc(F)cc2F)ccc1O. The result is 0 (non-inhibitor). (2) The compound is COc1ccc(CNC(=O)C2CCN(C(=O)N3CCOc4ccc(C)cc43)CC2)cc1. The result is 0 (non-inhibitor).